From a dataset of Forward reaction prediction with 1.9M reactions from USPTO patents (1976-2016). Predict the product of the given reaction. (1) The product is: [CH3:1][N:2]([C:13]1[CH:32]=[CH:31][CH:38]=[CH:34][CH:35]=1)[C:3]1[C:12]2[C:7](=[CH:8][CH:9]=[CH:10][CH:11]=2)[CH:6]=[CH:5][CH:4]=1. Given the reactants [CH3:1][N:2]([CH3:13])[C:3]1[C:12]2[C:7](=[CH:8][CH:9]=[CH:10][CH:11]=2)[CH:6]=[CH:5][CH:4]=1.[F-].[K+].C1O[CH2:32][CH2:31]OCCOCCOCCOCCOC1.[CH2:34]1[CH2:38]OC[CH2:35]1, predict the reaction product. (2) The product is: [CH:15]([NH:18][C:19]([C@@H:21]1[C@H:26]([NH:27][C:28]2[C:33]([Cl:34])=[CH:32][N:31]=[C:30]3[NH:35][C:7]([C:6]4[S:5][C:4]([N:9]5[CH2:14][CH2:13][O:12][CH2:11][CH2:10]5)=[N:3][C:2]=4[Cl:1])=[N:36][C:29]=23)[C@@H:25]2[CH2:37][C@H:22]1[CH:23]=[CH:24]2)=[O:20])([CH3:17])[CH3:16]. Given the reactants [Cl:1][C:2]1[N:3]=[C:4]([N:9]2[CH2:14][CH2:13][O:12][CH2:11][CH2:10]2)[S:5][C:6]=1[CH:7]=O.[CH:15]([NH:18][C:19]([C@@H:21]1[C@H:26]([NH:27][C:28]2[C:33]([Cl:34])=[CH:32][N:31]=[C:30]([NH2:35])[C:29]=2[NH2:36])[C@@H:25]2[CH2:37][C@H:22]1[CH:23]=[CH:24]2)=[O:20])([CH3:17])[CH3:16].C([O-])(=O)C.[NH4+], predict the reaction product. (3) The product is: [CH2:1]([N:5]([CH2:6][C:7]1[CH:16]=[CH:15][C:14]2[C:9](=[CH:10][CH:11]=[C:12]([OH:17])[CH:13]=2)[CH:8]=1)[C:24]([C:23]1[C:22]2[CH:27]=[CH:28][CH:29]=[CH:30][C:21]=2[O:20][C:19]=1[CH3:18])=[O:25])[CH2:2][CH2:3][CH3:4]. Given the reactants [CH2:1]([NH:5][CH2:6][C:7]1[CH:8]=[C:9]2[C:14](=[CH:15][CH:16]=1)[CH:13]=[C:12]([OH:17])[CH:11]=[CH:10]2)[CH2:2][CH2:3][CH3:4].[CH3:18][C:19]1[O:20][C:21]2[CH:30]=[CH:29][CH:28]=[CH:27][C:22]=2[C:23]=1[C:24](Cl)=[O:25], predict the reaction product. (4) Given the reactants Br[CH2:2][C@@H:3]([OH:14])[CH2:4][NH:5][C:6]([C:8]1[S:9][C:10]([Cl:13])=[CH:11][CH:12]=1)=[O:7].Cl.NC[C@H](O)C[OH:20].ClC1SC(C(Cl)=O)=CC=1, predict the reaction product. The product is: [OH:14][C@H:3]([CH2:2][OH:20])[CH2:4][NH:5][C:6]([C:8]1[S:9][C:10]([Cl:13])=[CH:11][CH:12]=1)=[O:7]. (5) Given the reactants C(OC(N1CCC2N(C)C3C(C(F)(F)F)=CC(NC4C=CC=CN=4)=CC=3C2C1)=O)(C)(C)C.C(OC([N:40]1[CH2:56][CH2:55][C@@H:43]2[N:44]([CH3:54])[C:45]3[C:46]([C:52]#[N:53])=[CH:47][C:48](Br)=[CH:49][C:50]=3[C@@H:42]2[CH2:41]1)=O)(C)(C)C.[Cl:57][C:58]1[C:63]([NH2:64])=[CH:62][C:61]([Cl:65])=[CH:60][N:59]=1.CC([O-])(C)C.[Na+], predict the reaction product. The product is: [Cl:57][C:58]1[C:63]([NH:64][C:48]2[CH:49]=[C:50]3[C:45](=[C:46]([C:52]#[N:53])[CH:47]=2)[N:44]([CH3:54])[C@H:43]2[CH2:55][CH2:56][NH:40][CH2:41][C@@H:42]32)=[CH:62][C:61]([Cl:65])=[CH:60][N:59]=1. (6) Given the reactants [N:1]1[C:10]2[C:5](=[CH:6][CH:7]=[CH:8][CH:9]=2)[CH:4]=[C:3]([CH2:11][S:12]([CH2:15][C@@H:16]([NH:20][OH:21])[CH2:17][CH2:18][CH3:19])(=[O:14])=[O:13])[CH:2]=1.C(CN[C@@H](CCC)CS(CC1C=NC2C(C=1)=CC=CC=2)(=O)=O)#N.ClC1C=C(C=CC=1)[C:49](OO)=[O:50], predict the reaction product. The product is: [N:1]1[C:10]2[C:5](=[CH:6][CH:7]=[CH:8][CH:9]=2)[CH:4]=[C:3]([CH2:11][S:12]([CH2:15][C@@H:16]([N:20]([OH:21])[CH:49]=[O:50])[CH2:17][CH2:18][CH3:19])(=[O:14])=[O:13])[CH:2]=1. (7) Given the reactants [Br-].[Li+].[CH3:3][C:4]1([O:7][CH2:6]1)[CH3:5].[CH2:8]([NH:15][CH2:16][C:17]([CH3:19])=[CH2:18])[C:9]1[CH:14]=[CH:13][CH:12]=[CH:11][CH:10]=1, predict the reaction product. The product is: [CH2:8]([N:15]([CH2:16][C:17]([CH3:19])=[CH2:18])[CH2:6][C:4]([CH3:5])([OH:7])[CH3:3])[C:9]1[CH:14]=[CH:13][CH:12]=[CH:11][CH:10]=1. (8) Given the reactants FC(F)(F)COP([CH2:13][C:14]([O:16][CH3:17])=[O:15])(OCC(F)(F)F)=O.C1OCCOCCOCCOCCOCCOC1.C[Si]([N-][Si](C)(C)C)(C)C.[K+].[Cl:48][C:49]1[CH:50]=[C:51]([C:59]2[N:63]=[C:62]([C:64]3[CH:71]=[CH:70][C:67]([CH:68]=O)=[CH:66][CH:65]=3)[O:61][N:60]=2)[CH:52]=[CH:53][C:54]=1[O:55][CH:56]([CH3:58])[CH3:57], predict the reaction product. The product is: [Cl:48][C:49]1[CH:50]=[C:51]([C:59]2[N:63]=[C:62]([C:64]3[CH:65]=[CH:66][C:67](/[CH:68]=[CH:13]\[C:14]([O:16][CH3:17])=[O:15])=[CH:70][CH:71]=3)[O:61][N:60]=2)[CH:52]=[CH:53][C:54]=1[O:55][CH:56]([CH3:57])[CH3:58]. (9) Given the reactants CN(C)C=O.[N+:6]([C:9]1[CH:17]=[CH:16][C:12]([C:13]([OH:15])=O)=[CH:11][CH:10]=1)([O-:8])=[O:7].C(Cl)(=O)C(Cl)=O.[NH2:24][C:25]1[CH:30]=[CH:29][CH:28]=[CH:27][C:26]=1[S:31]([NH:34][C:35]1[CH:40]=[CH:39][C:38]([O:41][CH3:42])=[CH:37][CH:36]=1)(=[O:33])=[O:32], predict the reaction product. The product is: [CH3:42][O:41][C:38]1[CH:37]=[CH:36][C:35]([NH:34][S:31]([C:26]2[CH:27]=[CH:28][CH:29]=[CH:30][C:25]=2[NH:24][C:13](=[O:15])[C:12]2[CH:11]=[CH:10][C:9]([N+:6]([O-:8])=[O:7])=[CH:17][CH:16]=2)(=[O:33])=[O:32])=[CH:40][CH:39]=1. (10) Given the reactants [CH:1]1[C:6]2[C:7](=O)[NH:8][C:9]3[CH:15]=[CH:14][CH:13]=[CH:12][C:10]=3[S:11][C:5]=2[CH:4]=[CH:3][CH:2]=1.P(Cl)(Cl)([Cl:19])=O.CN(C)C1C=CC=CC=1, predict the reaction product. The product is: [Cl:19][C:7]1[C:6]2[CH:1]=[CH:2][CH:3]=[CH:4][C:5]=2[S:11][C:10]2[CH:12]=[CH:13][CH:14]=[CH:15][C:9]=2[N:8]=1.